From a dataset of Reaction yield outcomes from USPTO patents with 853,638 reactions. Predict the reaction yield, written as a fraction of the theoretical maximum amount of product (1.0 means a 100% yield; for example, 0.34 means a 34% yield). (1) The reactants are Cl.[NH2:2][CH2:3][C:4]1[CH:12]=[CH:11][CH:10]=[C:9]2[C:5]=1[C:6](=[O:22])[N:7]([CH:14]1[CH2:19][CH2:18][C:17](=[O:20])[NH:16][C:15]1=[O:21])[C:8]2=[O:13].N12CCCN=C1CCCCC2.[F:34][C:35]1[CH:36]=[C:37]([CH2:41][C:42](O)=[O:43])[CH:38]=[CH:39][CH:40]=1.Cl.CN(C)CCCN=C=NCC. The catalyst is CC#N. The product is [O:21]=[C:15]1[CH:14]([N:7]2[C:6](=[O:22])[C:5]3[C:9](=[CH:10][CH:11]=[CH:12][C:4]=3[CH2:3][NH:2][C:42](=[O:43])[CH2:41][C:37]3[CH:38]=[CH:39][CH:40]=[C:35]([F:34])[CH:36]=3)[C:8]2=[O:13])[CH2:19][CH2:18][C:17](=[O:20])[NH:16]1. The yield is 0.690. (2) The reactants are [C:1]([CH2:4][CH:5]1[C:9]2[C:10]([C:16]([NH:18][C:19]3[C:24]([Cl:25])=[CH:23][N:22]=[CH:21][C:20]=3[Cl:26])=[O:17])=[CH:11][CH:12]=[C:13]([O:14][CH3:15])[C:8]=2[O:7][CH2:6]1)([OH:3])=O.[CH2:27]([NH2:34])[C:28]1[CH:33]=[CH:32][CH:31]=[CH:30][CH:29]=1. No catalyst specified. The product is [CH2:27]([NH:34][C:1]([CH2:4][CH:5]1[C:9]2[C:10]([C:16]([NH:18][C:19]3[C:20]([Cl:26])=[CH:21][N:22]=[CH:23][C:24]=3[Cl:25])=[O:17])=[CH:11][CH:12]=[C:13]([O:14][CH3:15])[C:8]=2[O:7][CH2:6]1)=[O:3])[C:28]1[CH:33]=[CH:32][CH:31]=[CH:30][CH:29]=1. The yield is 0.650. (3) The reactants are Br[C:2]1[CH:3]=[C:4]([NH:8][C:9](=[O:19])[O:10][CH:11]2[CH:16]3[CH2:17][CH2:18][N:13]([CH2:14][CH2:15]3)[CH2:12]2)[CH:5]=[CH:6][CH:7]=1.[CH3:20][O:21][C:22]1[CH:27]=[CH:26][CH:25]=[CH:24][C:23]=1B(O)O. No catalyst specified. The product is [CH3:20][O:21][C:22]1[CH:27]=[CH:26][CH:25]=[CH:24][C:23]=1[C:2]1[CH:7]=[CH:6][CH:5]=[C:4]([NH:8][C:9](=[O:19])[O:10][CH:11]2[CH:16]3[CH2:17][CH2:18][N:13]([CH2:14][CH2:15]3)[CH2:12]2)[CH:3]=1. The yield is 0.580. (4) The reactants are [N:1]1[C:10]2[C:5](=[CH:6][CH:7]=[CH:8][C:9]=2[OH:11])[CH:4]=[CH:3][CH:2]=1.[OH-:12].[NH4+]. The catalyst is OO.C(O)(=O)C. The product is [N+:1]1([O-:12])[C:10]2[C:5](=[CH:6][CH:7]=[CH:8][C:9]=2[OH:11])[CH:4]=[CH:3][CH:2]=1. The yield is 0.400. (5) The catalyst is C1C=CC(/C=C/C(/C=C/C2C=CC=CC=2)=O)=CC=1.C1C=CC(/C=C/C(/C=C/C2C=CC=CC=2)=O)=CC=1.C1C=CC(/C=C/C(/C=C/C2C=CC=CC=2)=O)=CC=1.[Pd].[Pd].O1CCOCC1. The reactants are [NH2:1][C:2]1[CH:7]=[CH:6][N:5]=[C:4]([C:8]([OH:11])([CH3:10])[CH3:9])[N:3]=1.Br[C:13]1[C:14](=[O:21])[N:15]([CH3:20])[CH:16]=[C:17]([Br:19])[CH:18]=1.CC1(C)C2C(=C(P(C3C=CC=CC=3)C3C=CC=CC=3)C=CC=2)OC2C(P(C3C=CC=CC=3)C3C=CC=CC=3)=CC=CC1=2.C([O-])([O-])=O.[Cs+].[Cs+]. The yield is 0.300. The product is [Br:19][C:17]1[CH:18]=[C:13]([NH:1][C:2]2[CH:7]=[CH:6][N:5]=[C:4]([C:8]([OH:11])([CH3:9])[CH3:10])[N:3]=2)[C:14](=[O:21])[N:15]([CH3:20])[CH:16]=1. (6) The reactants are Cl[C:2]1[CH:7]=[CH:6][CH:5]=[C:4](Cl)[C:3]=1[C:9]1[N:13]2[C:14]3[CH:15]=[CH:16][CH:17]=[CH:18][C:19]=3[C:20]3[CH:21]=[CH:22][CH:23]=[CH:24][C:25]=3[C:12]2=[N:11][CH:10]=1.[CH:26]1(P([CH:26]2[CH2:31][CH2:30][CH2:29][CH2:28][CH2:27]2)C2C=CC=CC=2C2C(OC)=CC=CC=2OC)[CH2:31][CH2:30][CH2:29][CH2:28][CH2:27]1.[O-]P([O-])([O-])=O.[K+].[K+].[K+]. The catalyst is CC([O-])=O.CC([O-])=O.[Pd+2].C1(C)C=CC=CC=1. The product is [C:26]1([C:2]2[CH:7]=[CH:6][CH:5]=[C:4]([C:2]3[CH:7]=[CH:6][CH:5]=[CH:4][CH:3]=3)[C:3]=2[C:9]2[N:13]3[C:14]4[CH:15]=[CH:16][CH:17]=[CH:18][C:19]=4[C:20]4[CH:21]=[CH:22][CH:23]=[CH:24][C:25]=4[C:12]3=[N:11][CH:10]=2)[CH:31]=[CH:30][CH:29]=[CH:28][CH:27]=1. The yield is 0.620. (7) The reactants are C([C@H]1COC(=O)N1[C:14](=[O:26])[C@@H:15]([CH3:25])[CH2:16][CH2:17][CH2:18][C:19]1[CH:24]=[CH:23][CH:22]=[CH:21][CH:20]=1)C1C=CC=CC=1.OO.[OH-].[Li+].[OH:31]S([O-])(=O)=O.[K+]. No catalyst specified. The product is [CH3:25][C@@H:15]([CH2:16][CH2:17][CH2:18][C:19]1[CH:20]=[CH:21][CH:22]=[CH:23][CH:24]=1)[C:14]([OH:26])=[O:31]. The yield is 0.950.